From a dataset of Retrosynthesis with 50K atom-mapped reactions and 10 reaction types from USPTO. Predict the reactants needed to synthesize the given product. Given the product CC(C)NC(=O)c1cn(COCC[Si](C)(C)C)c2ncc(Oc3ccc4c(c3)[C@H](NS(C)(=O)=O)CC4)nc12, predict the reactants needed to synthesize it. The reactants are: CC(C)NC(=O)c1cn(COCC[Si](C)(C)C)c2ncc(Oc3ccc4c(c3)[C@H](N)CC4)nc12.CS(=O)(=O)Cl.